Dataset: Catalyst prediction with 721,799 reactions and 888 catalyst types from USPTO. Task: Predict which catalyst facilitates the given reaction. (1) The catalyst class is: 648. Product: [S:1]1[C:5]2[CH:6]=[C:7]([N:10]3[CH:21]=[C:22]([CH2:23][CH3:24])[N:13]([C:14]4[CH:15]=[N:16][CH:17]=[CH:18][C:19]=4[CH3:20])[C:11]3=[O:12])[CH:8]=[CH:9][C:4]=2[N:3]=[CH:2]1. Reactant: [S:1]1[C:5]2[CH:6]=[C:7]([N:10]([CH2:21][C:22](=O)[CH2:23][CH3:24])[C:11]([NH:13][C:14]3[CH:15]=[N:16][CH:17]=[CH:18][C:19]=3[CH3:20])=[O:12])[CH:8]=[CH:9][C:4]=2[N:3]=[CH:2]1.CO. (2) Reactant: [OH-].[Li+].[Cl:3][C:4]1[CH:39]=[CH:38][C:7]([CH2:8][N:9]2[C:14](=[O:15])[C:13]([C:16]([O:18]CC)=[O:17])=[CH:12][N:11]=[C:10]2[NH:21][C:22]2[CH:27]=[CH:26][C:25]([O:28][CH2:29][C:30]3[CH:35]=[CH:34][C:33]([O:36][CH3:37])=[CH:32][CH:31]=3)=[CH:24][CH:23]=2)=[CH:6][CH:5]=1.C(O)C.Cl. Product: [Cl:3][C:4]1[CH:5]=[CH:6][C:7]([CH2:8][N:9]2[C:14](=[O:15])[C:13]([C:16]([OH:18])=[O:17])=[CH:12][N:11]=[C:10]2[NH:21][C:22]2[CH:27]=[CH:26][C:25]([O:28][CH2:29][C:30]3[CH:31]=[CH:32][C:33]([O:36][CH3:37])=[CH:34][CH:35]=3)=[CH:24][CH:23]=2)=[CH:38][CH:39]=1. The catalyst class is: 90. (3) Reactant: [NH2:1][C:2]1[N:3]([CH3:22])[C:4](=[O:21])[C:5]2[C:10]([C:11]3[C:16]([CH3:17])=[CH:15][C:14]([CH3:18])=[CH:13][C:12]=3[CH3:19])=[CH:9][N:8]([CH3:20])[C:6]=2[N:7]=1.Br[CH2:24][CH2:25][CH2:26][CH2:27][CH2:28]Br.[H-].[Na+]. Product: [C:12]1([CH3:19])[CH:13]=[C:14]([CH3:18])[CH:15]=[C:16]([CH3:17])[C:11]=1[C:10]1[C:5]2[C:4](=[O:21])[N:3]([CH3:22])[C:2]([N:1]3[CH2:28][CH2:27][CH2:26][CH2:25][CH2:24]3)=[N:7][C:6]=2[N:8]([CH3:20])[CH:9]=1. The catalyst class is: 9. (4) Reactant: [O:1]=[S:2]1(=[O:18])[CH2:6][CH2:5][CH2:4][N:3]1[C:7]1[CH:15]=[CH:14][C:10]([C:11]([OH:13])=O)=[CH:9][C:8]=1[O:16][CH3:17].Cl.[NH:20]1[CH2:25][CH2:24][CH:23]([C:26]([C:28]2[CH:33]=[CH:32][C:31]([CH3:34])=[CH:30][CH:29]=2)=[O:27])[CH2:22][CH2:21]1.CN1CCOCC1.O.[Cl-].COC1N=C(OC)N=C([N+]2(C)CCOCC2)N=1. Product: [O:18]=[S:2]1(=[O:1])[CH2:6][CH2:5][CH2:4][N:3]1[C:7]1[CH:15]=[CH:14][C:10]([C:11]([N:20]2[CH2:25][CH2:24][CH:23]([C:26](=[O:27])[C:28]3[CH:29]=[CH:30][C:31]([CH3:34])=[CH:32][CH:33]=3)[CH2:22][CH2:21]2)=[O:13])=[CH:9][C:8]=1[O:16][CH3:17]. The catalyst class is: 24. (5) Reactant: [CH3:1][O:2][C:3]1[CH:8]=[CH:7][C:6]([N:9]2[CH2:14][CH2:13][O:12][CH2:11][CH2:10]2)=[CH:5][C:4]=1[NH:15][C:16]([C:18]1[NH:27][C:21]2=[N:22][C:23]([CH3:26])=[CH:24][CH:25]=[C:20]2[N:19]=1)=[S:17].Br.CC(O)=O.CS(C)=O.[OH-].[NH4+]. Product: [CH3:1][O:2][C:3]1[C:4]2[N:15]=[C:16]([C:18]3[NH:27][C:21]4=[N:22][C:23]([CH3:26])=[CH:24][CH:25]=[C:20]4[N:19]=3)[S:17][C:5]=2[C:6]([N:9]2[CH2:10][CH2:11][O:12][CH2:13][CH2:14]2)=[CH:7][CH:8]=1. The catalyst class is: 84. (6) Reactant: CC(C)=O.C(=O)=O.C([O:15][CH2:16][C@@H:17]([CH2:28][N:29]1[CH:34]=[C:33]([CH3:35])[C:32](=[O:36])[N:31](C(=O)C2C=CC=CC=2)[C:30]1=[O:45])[C@H:18]([O:20][Si](C(C)(C)C)(C)C)[CH3:19])C1C=CC=CC=1.B(Cl)(Cl)Cl. Product: [CH3:35][C:33]1[C:32](=[O:36])[NH:31][C:30](=[O:45])[N:29]([CH2:28][C@@H:17]([C@H:18]([OH:20])[CH3:19])[CH2:16][OH:15])[CH:34]=1. The catalyst class is: 4.